Dataset: Catalyst prediction with 721,799 reactions and 888 catalyst types from USPTO. Task: Predict which catalyst facilitates the given reaction. (1) Reactant: [NH2:1][C@@H:2]([CH2:7][C:8]1[CH:13]=[CH:12][C:11]([OH:14])=[CH:10][CH:9]=1)[C:3]([O:5][CH3:6])=[O:4].[C:15](=[O:18])(O)[O-:16].[Na+]. Product: [C:8]([O:16][C:15]([NH:1][C@@H:2]([CH2:7][C:8]1[CH:9]=[CH:10][C:11]([OH:14])=[CH:12][CH:13]=1)[C:3]([O:5][CH3:6])=[O:4])=[O:18])([CH3:13])([CH3:9])[CH3:7]. The catalyst class is: 14. (2) Reactant: C([O:5][C:6]([NH:8][C:9]1[N:10]=[CH:11][CH:12]=[C:13]2[C:18]=1[CH:17]=[N+:16]([CH3:19])[C:15]1[CH:20]=[C:21]([Cl:25])[C:22]([F:24])=[CH:23][C:14]2=1)=[O:7])(C)(C)C.[OH-].[Na+].[O-:28][Mn](=O)(=O)=O.[K+]. Product: [Cl:25][C:21]1[C:22]([F:24])=[CH:23][C:14]2[C:13]3[C:18](=[C:9]([NH:8][C:6](=[O:7])[OH:5])[N:10]=[CH:11][CH:12]=3)[C:17](=[O:28])[N:16]([CH3:19])[C:15]=2[CH:20]=1. The catalyst class is: 34.